From a dataset of Forward reaction prediction with 1.9M reactions from USPTO patents (1976-2016). Predict the product of the given reaction. (1) Given the reactants [N+:1]([O-:4])([OH:3])=[O:2].[CH3:5][CH:6]([C@H:8]([CH2:24][C@H:25]([NH2:43])[C@@H:26]([OH:42])[CH2:27][C@H:28]([C:32]([NH:34][CH2:35][C:36]([C:39]([NH2:41])=[O:40])([CH3:38])[CH3:37])=[O:33])[CH:29]([CH3:31])[CH3:30])[CH2:9][C:10]1[CH:11]=[CH:12][C:13]([O:22][CH3:23])=[C:14]([O:16][CH2:17][CH2:18][CH2:19][O:20][CH3:21])[CH:15]=1)[CH3:7], predict the reaction product. The product is: [CH3:7][CH:6]([C@H:8]([CH2:24][C@H:25]([NH2:43])[C@@H:26]([OH:42])[CH2:27][C@H:28]([C:32]([NH:34][CH2:35][C:36]([C:39]([NH2:41])=[O:40])([CH3:37])[CH3:38])=[O:33])[CH:29]([CH3:30])[CH3:31])[CH2:9][C:10]1[CH:11]=[CH:12][C:13]([O:22][CH3:23])=[C:14]([O:16][CH2:17][CH2:18][CH2:19][O:20][CH3:21])[CH:15]=1)[CH3:5].[N+:1]([O-:4])([O-:3])=[O:2]. (2) Given the reactants Cl.[CH2:2]([NH:5][C@@H:6]([CH3:18])[CH2:7][C:8]1[CH:13]=[CH:12][C:11]([S:14]([CH3:17])(=[O:16])=[O:15])=[CH:10][CH:9]=1)[CH2:3][CH3:4].[C:19]([O:23][C:24]([N:26]1[CH2:32][CH2:31][CH2:30][N:29]([CH2:33][CH2:34][CH2:35][CH:36]=O)[C:28](=[O:38])[CH2:27]1)=[O:25])([CH3:22])([CH3:21])[CH3:20].C(N(CC)CC)C.C(O[BH-](OC(=O)C)OC(=O)C)(=O)C.[Na+], predict the reaction product. The product is: [C:19]([O:23][C:24]([N:26]1[CH2:32][CH2:31][CH2:30][N:29]([CH2:33][CH2:34][CH2:35][CH2:36][N:5]([C@@H:6]([CH3:18])[CH2:7][C:8]2[CH:13]=[CH:12][C:11]([S:14]([CH3:17])(=[O:16])=[O:15])=[CH:10][CH:9]=2)[CH2:2][CH2:3][CH3:4])[C:28](=[O:38])[CH2:27]1)=[O:25])([CH3:22])([CH3:21])[CH3:20]. (3) Given the reactants Br[C:2]1[C:3](=[O:21])[CH2:4][CH2:5][C:6]2([CH2:17][CH2:18][CH2:19][CH3:20])[C:14]=1[C:13]1[C:8](=[CH:9][C:10]([O:15][CH3:16])=[CH:11][CH:12]=1)[CH2:7]2.[CH2:22]([Sn]12CCCN(CCC1)CCC2)[C:23]1[CH:28]=[CH:27][CH:26]=[CH:25][CH:24]=1, predict the reaction product. The product is: [CH2:22]([C:2]1[C:3](=[O:21])[CH2:4][CH2:5][C:6]2([CH2:17][CH2:18][CH2:19][CH3:20])[C:14]=1[C:13]1[C:8](=[CH:9][C:10]([O:15][CH3:16])=[CH:11][CH:12]=1)[CH2:7]2)[C:23]1[CH:28]=[CH:27][CH:26]=[CH:25][CH:24]=1. (4) Given the reactants [OH:1][CH2:2][CH2:3][C@@H:4]1[CH2:9][N:8]([C:10]([O:12][CH2:13][C:14]2[CH:19]=[CH:18][CH:17]=[CH:16][CH:15]=2)=[O:11])[CH2:7][CH2:6][N:5]1[C:20]([O:22][C:23]([CH3:26])([CH3:25])[CH3:24])=[O:21].C(N(CC)CC)C, predict the reaction product. The product is: [O:1]=[CH:2][CH2:3][C@@H:4]1[CH2:9][N:8]([C:10]([O:12][CH2:13][C:14]2[CH:19]=[CH:18][CH:17]=[CH:16][CH:15]=2)=[O:11])[CH2:7][CH2:6][N:5]1[C:20]([O:22][C:23]([CH3:26])([CH3:25])[CH3:24])=[O:21]. (5) Given the reactants [Cl:1][C:2]1[CH:7]=[CH:6][C:5]([C:8]2[N:9]=[C:10]3[CH:15]=[CH:14][C:13]([C:16]4[CH:21]=[CH:20][CH:19]=[CH:18][C:17]=4[CH2:22][OH:23])=[CH:12][N:11]3[CH:24]=2)=[CH:4][CH:3]=1.Cl, predict the reaction product. The product is: [ClH:1].[Cl:1][C:2]1[CH:3]=[CH:4][C:5]([C:8]2[N:9]=[C:10]3[CH:15]=[CH:14][C:13]([C:16]4[CH:21]=[CH:20][CH:19]=[CH:18][C:17]=4[CH2:22][OH:23])=[CH:12][N:11]3[CH:24]=2)=[CH:6][CH:7]=1. (6) The product is: [ClH:42].[ClH:1].[CH2:63]([N:62]([CH2:65][CH3:66])[CH2:61][CH2:60][NH:59][C:57]([C:21]1[C:22]2[C:17](=[C:16]([NH:25][C:26]3[CH:31]=[CH:30][C:29]([NH:32][S:33]([CH3:36])(=[O:35])=[O:34])=[CH:28][C:27]=3[O:37][CH3:38])[C:15]3[C:24]([N:23]=2)=[CH:11][CH:12]=[C:13]([I:39])[CH:14]=3)[CH:18]=[CH:19][CH:20]=1)=[O:58])[CH3:64]. Given the reactants [ClH:1].Cl.C(N(CC)CCNC([C:11]1[C:24]2[C:15](=[C:16]([NH:25][C:26]3[CH:31]=[CH:30][C:29]([NH:32][S:33]([CH3:36])(=[O:35])=[O:34])=[CH:28][C:27]=3[O:37][CH3:38])[C:17]3[C:22]([N:23]=2)=[CH:21][CH:20]=[CH:19][CH:18]=3)[CH:14]=[C:13]([I:39])[CH:12]=1)=O)C.[Cl:42]C1C2C(N=C3C=1C=CC=C3[C:57]([NH:59][CH2:60][CH2:61][N:62]([CH2:65][CH3:66])[CH2:63][CH3:64])=[O:58])=CC=C(I)C=2.[K+].[Br-].C(N(CC)CCNC(C1C=NC2C(=CC=C([Sn](CCCC)(CCCC)CCCC)C=2)N=1)=O)C.IC1C(C(OC)=O)=C(NC2C=CC=CC=2C(O)=O)C=CC=1.IC1C=C2C(=CC=1)N=C(C(OCC)=O)C=C2.Cl.Cl.C(N(CC)CCNC(C1N=C2C=CC(I)=CN2C=1)=O)C.C(N(CC)CCNC(C1N=C2C=CC=CN2C=1[Sn](CCCC)(CCCC)CCCC)=O)C.IC1C=CC=C2C=1N=C1C(=C2)C=CC=C1C(OC)=O.Cl.C(N(CC)CCNC(C1SC2C=CC=C(I)C=2C=1)=O)C, predict the reaction product.